From a dataset of Forward reaction prediction with 1.9M reactions from USPTO patents (1976-2016). Predict the product of the given reaction. The product is: [CH2:1]([O:3][C:4](=[N:6][O:7][C:24]1[CH:25]=[CH:26][CH:27]=[CH:28][C:23]=1[C:22]([O:21][CH2:14][C:15]1[CH:16]=[CH:17][CH:18]=[CH:19][CH:20]=1)=[O:30])[CH3:5])[CH3:2]. Given the reactants [CH2:1]([O:3][C:4](=[N:6][OH:7])[CH3:5])[CH3:2].C(O[K])(C)(C)C.[CH2:14]([O:21][C:22](=[O:30])[C:23]1[CH:28]=[CH:27][CH:26]=[CH:25][C:24]=1F)[C:15]1[CH:20]=[CH:19][CH:18]=[CH:17][CH:16]=1, predict the reaction product.